The task is: Predict the reaction yield, written as a fraction of the theoretical maximum amount of product (1.0 means a 100% yield; for example, 0.34 means a 34% yield).. This data is from Reaction yield outcomes from USPTO patents with 853,638 reactions. (1) The reactants are [C:1]1(=O)[CH2:6][CH2:5][CH2:4][C:3](=[O:7])[CH2:2]1.[C:9](=[O:12])([O-])[O-].[K+].[K+].I[CH3:16]. The product is [CH3:16][C:2]1([CH3:1])[C:3](=[O:7])[CH2:4][CH2:5][CH2:6][C:9]1=[O:12]. The catalyst is CC(C)=O. The yield is 0.280. (2) The reactants are C([O:3][C:4](=[O:33])[CH:5]([C:26]1[CH:27]=[C:28]([CH3:32])[CH:29]=[CH:30][CH:31]=1)[CH2:6][C:7]1[CH:11]=[C:10]([C:12]2[CH:17]=[CH:16][C:15](Br)=[CH:14][CH:13]=2)[N:9]([C:19]2[CH:24]=[CH:23][C:22]([CH3:25])=[CH:21][CH:20]=2)[N:8]=1)C.C[N:35](C)[C@@H:36]1[CH2:41]CCC[C@H]1N.C([O-])([O-])=[O:45].[K+].[K+].CNC=O.[Li+].[OH-]. The catalyst is O1CCOCC1.C1COCC1.O. The product is [C:36]([NH:35][C:15]1[CH:16]=[CH:17][C:12]([C:10]2[N:9]([C:19]3[CH:20]=[CH:21][C:22]([CH3:25])=[CH:23][CH:24]=3)[N:8]=[C:7]([CH2:6][CH:5]([C:26]3[CH:27]=[C:28]([CH3:32])[CH:29]=[CH:30][CH:31]=3)[C:4]([OH:3])=[O:33])[CH:11]=2)=[CH:13][CH:14]=1)(=[O:45])[CH3:41]. The yield is 0.500. (3) The product is [O:45]=[C:39]1[CH:38]([N:30]2[C:29](=[O:46])[C:28]3[C:33](=[CH:34][CH:35]=[CH:36][C:27]=3[CH2:26][NH:25][C:9](=[O:11])[CH2:8][C:5]3[CH:4]=[CH:3][C:2]([F:1])=[CH:7][CH:6]=3)[N:32]=[C:31]2[CH3:37])[CH2:43][CH2:42][C:41](=[O:44])[NH:40]1. The yield is 0.760. The reactants are [F:1][C:2]1[CH:7]=[CH:6][C:5]([CH2:8][C:9]([OH:11])=O)=[CH:4][CH:3]=1.C(N1C=CN=C1)(N1C=CN=C1)=O.Cl.[NH2:25][CH2:26][C:27]1[CH:36]=[CH:35][CH:34]=[C:33]2[C:28]=1[C:29](=[O:46])[N:30]([CH:38]1[CH2:43][CH2:42][C:41](=[O:44])[NH:40][C:39]1=[O:45])[C:31]([CH3:37])=[N:32]2. The catalyst is CN(C=O)C. (4) The catalyst is C(Cl)Cl.CO. The product is [F:1][C:2]1[CH:10]=[C:9]2[C:5]([C:6]([C:20]3[CH:35]=[CH:34][C:23]4[N:24]=[C:25]([CH2:27][CH:28]5[CH2:29][CH2:30][N:31]([CH3:36])[CH2:32][CH2:33]5)[O:26][C:22]=4[CH:21]=3)=[CH:7][N:8]2[S:11]([C:14]2[CH:19]=[CH:18][CH:17]=[CH:16][CH:15]=2)(=[O:13])=[O:12])=[CH:4][CH:3]=1. The yield is 0.740. The reactants are [F:1][C:2]1[CH:10]=[C:9]2[C:5]([C:6]([C:20]3[CH:35]=[CH:34][C:23]4[N:24]=[C:25]([CH2:27][CH:28]5[CH2:33][CH2:32][NH:31][CH2:30][CH2:29]5)[O:26][C:22]=4[CH:21]=3)=[CH:7][N:8]2[S:11]([C:14]2[CH:19]=[CH:18][CH:17]=[CH:16][CH:15]=2)(=[O:13])=[O:12])=[CH:4][CH:3]=1.[CH3:36]C(O)=O.C=O.O.[BH-](OC(C)=O)(OC(C)=O)OC(C)=O.[Na+]. (5) The reactants are C1(CBr)CC1.Br[CH2:7][CH2:8][CH2:9][C:10]1[CH:15]=[CH:14][CH:13]=[CH:12][CH:11]=1.[CH3:16][C:17]1[N:18]=[C:19]([N:27]2[CH2:31][CH2:30][NH:29][C:28]2=[O:32])[S:20][C:21]=1[C:22]([O:24][CH2:25][CH3:26])=[O:23]. No catalyst specified. The product is [CH3:16][C:17]1[N:18]=[C:19]([N:27]2[CH2:31][CH2:30][N:29]([CH2:7][CH2:8][CH2:9][C:10]3[CH:15]=[CH:14][CH:13]=[CH:12][CH:11]=3)[C:28]2=[O:32])[S:20][C:21]=1[C:22]([O:24][CH2:25][CH3:26])=[O:23]. The yield is 0.610. (6) The reactants are Br[C:2]1[CH:7]=[CH:6][C:5]([O:8][CH3:9])=[C:4]([O:10][CH2:11][CH3:12])[CH:3]=1.C([Li])CCC.[CH3:18][O:19][C:20]1[CH:21]=[C:22]([CH:25]=[CH:26][CH:27]=1)[CH:23]=[O:24].C(O)(C)C. The catalyst is C1COCC1.O. The product is [CH2:11]([O:10][C:4]1[CH:3]=[C:2]([CH:23]([C:22]2[CH:25]=[CH:26][CH:27]=[C:20]([O:19][CH3:18])[CH:21]=2)[OH:24])[CH:7]=[CH:6][C:5]=1[O:8][CH3:9])[CH3:12]. The yield is 0.900. (7) The reactants are [CH3:1][CH:2]1[CH2:7][CH2:6][CH2:5][CH2:4][NH:3]1.Cl[CH2:9][C:10]1[CH:35]=[CH:34][C:13]([C:14]([NH:16][C:17]2[CH:18]=[CH:19][C:20]([O:23][C:24](=[O:33])[N:25]([CH3:32])[C:26]3[CH:31]=[CH:30][CH:29]=[CH:28][CH:27]=3)=[N:21][CH:22]=2)=[O:15])=[CH:12][CH:11]=1.[I-].[Na+].O. The catalyst is CN(C)C=O. The product is [CH3:1][CH:2]1[CH2:7][CH2:6][CH2:5][CH2:4][N:3]1[CH2:9][C:10]1[CH:11]=[CH:12][C:13]([C:14]([NH:16][C:17]2[CH:18]=[CH:19][C:20]([O:23][C:24](=[O:33])[N:25]([CH3:32])[C:26]3[CH:31]=[CH:30][CH:29]=[CH:28][CH:27]=3)=[N:21][CH:22]=2)=[O:15])=[CH:34][CH:35]=1. The yield is 0.640.